Dataset: Full USPTO retrosynthesis dataset with 1.9M reactions from patents (1976-2016). Task: Predict the reactants needed to synthesize the given product. (1) Given the product [Br-:25].[C:19]1([C:12]2([C:10]([O:9][C@@H:3]3[CH:4]4[CH2:7][CH2:8][N+:1]([CH2:26][C:27](=[O:28])[NH:29][C:30]5[CH:31]=[C:32]([CH3:36])[CH:33]=[CH:34][CH:35]=5)([CH2:6][CH2:5]4)[CH2:2]3)=[O:11])[CH2:18][CH2:17][CH2:16][CH2:15][CH2:14][CH2:13]2)[CH:20]=[CH:21][CH:22]=[CH:23][CH:24]=1, predict the reactants needed to synthesize it. The reactants are: [N:1]12[CH2:8][CH2:7][CH:4]([CH2:5][CH2:6]1)[C@@H:3]([O:9][C:10]([C:12]1([C:19]3[CH:24]=[CH:23][CH:22]=[CH:21][CH:20]=3)[CH2:18][CH2:17][CH2:16][CH2:15][CH2:14][CH2:13]1)=[O:11])[CH2:2]2.[Br:25][CH2:26][C:27]([NH:29][C:30]1[CH:31]=[C:32]([CH3:36])[CH:33]=[CH:34][CH:35]=1)=[O:28]. (2) Given the product [CH2:16]([O:15][C:13]([NH:12][CH2:11][CH2:10][CH2:9][CH2:8][C@H:4]([Br:1])[C:5]([OH:7])=[O:6])=[O:14])[C:17]1[CH:22]=[CH:21][CH:20]=[CH:19][CH:18]=1, predict the reactants needed to synthesize it. The reactants are: [Br-:1].[K+].N[CH:4]([CH2:8][CH2:9][CH2:10][CH2:11][NH:12][C:13]([O:15][CH2:16][C:17]1[CH:22]=[CH:21][CH:20]=[CH:19][CH:18]=1)=[O:14])[C:5]([OH:7])=[O:6]. (3) The reactants are: [F:1][C:2]1[CH:3]=[CH:4][C:5](B(O)O)=[C:6]2[C:10]=1[C@H:9]([O:11][C:12]1[CH:25]=[CH:24][C:15]3[C@H:16]([CH2:19][C:20]([O:22][CH3:23])=[O:21])[CH2:17][O:18][C:14]=3[CH:13]=1)[CH2:8][CH2:7]2.[CH3:29][N:30]1[CH:34]=[CH:33][N:32]=[C:31]1[C:35]1[CH:40]=[CH:39][C:38]([OH:41])=[CH:37][CH:36]=1. Given the product [CH3:23][O:22][C:20](=[O:21])[CH2:19][C@H:16]1[C:15]2[CH:24]=[CH:25][C:12]([O:11][C@H:9]3[C:10]4[C:6](=[C:5]([O:41][C:38]5[CH:37]=[CH:36][C:35]([C:31]6[N:30]([CH3:29])[CH:34]=[CH:33][N:32]=6)=[CH:40][CH:39]=5)[CH:4]=[CH:3][C:2]=4[F:1])[CH2:7][CH2:8]3)=[CH:13][C:14]=2[O:18][CH2:17]1, predict the reactants needed to synthesize it. (4) Given the product [C:14]([Si:18]([C:20]([CH3:23])([CH3:22])[CH3:21])([OH:33])[CH2:3][C:4]([O:6][CH2:7][C:8]1[CH:13]=[CH:12][CH:11]=[CH:10][CH:9]=1)=[O:5])([CH3:17])([CH3:16])[CH3:15], predict the reactants needed to synthesize it. The reactants are: [N+](=[CH:3][C:4]([O:6][CH2:7][C:8]1[CH:13]=[CH:12][CH:11]=[CH:10][CH:9]=1)=[O:5])=[N-].[C:14]([SiH:18]([C:20]([CH3:23])([CH3:22])[CH3:21])Cl)([CH3:17])([CH3:16])[CH3:15].C(N(CC)CC)C.O.C([O-])(O)=[O:33].[Na+].